From a dataset of CYP2D6 inhibition data for predicting drug metabolism from PubChem BioAssay. Regression/Classification. Given a drug SMILES string, predict its absorption, distribution, metabolism, or excretion properties. Task type varies by dataset: regression for continuous measurements (e.g., permeability, clearance, half-life) or binary classification for categorical outcomes (e.g., BBB penetration, CYP inhibition). Dataset: cyp2d6_veith. (1) The compound is CCN(CC)C(=O)CSc1nnc(CNc2ccc(F)cc2)o1. The result is 0 (non-inhibitor). (2) The compound is OCCN(C=NC1=NN(c2cccc(C(F)(F)F)c2)CC1)CCO. The result is 0 (non-inhibitor). (3) The molecule is Cc1cc(N2C(=O)C(O)=C(C(=O)c3ccco3)C2c2ccc(O)cc2)no1. The result is 0 (non-inhibitor). (4) The molecule is COCCn1c(=O)c(-c2cc(F)cc(F)c2)nc2cnc(Oc3cccc(Cl)c3)nc21. The result is 0 (non-inhibitor).